Predict which catalyst facilitates the given reaction. From a dataset of Catalyst prediction with 721,799 reactions and 888 catalyst types from USPTO. Reactant: [C:1]([O:7][CH3:8])(=[O:6])[CH2:2][C:3]([CH3:5])=O.[C:9]([NH2:12])(=[O:11])[CH3:10].O.C1(C)C=CC(S(O)(=O)=O)=CC=1.O. Product: [C:9]([NH:12]/[C:3](/[CH3:5])=[CH:2]\[C:1]([O:7][CH3:8])=[O:6])(=[O:11])[CH3:10]. The catalyst class is: 11.